Dataset: Forward reaction prediction with 1.9M reactions from USPTO patents (1976-2016). Task: Predict the product of the given reaction. (1) Given the reactants O=P(Cl)(Cl)Cl.CN([CH:9]=[O:10])C.[NH:11]1[C:23]2[C:22]3[N:21]=[CH:20][CH:19]=[CH:18][C:17]=3[CH:16]=[CH:15][C:14]=2[CH:13]=[CH:12]1.[OH-].[Na+], predict the reaction product. The product is: [NH:11]1[C:23]2[C:22]3[N:21]=[CH:20][CH:19]=[CH:18][C:17]=3[CH:16]=[CH:15][C:14]=2[C:13]([CH:9]=[O:10])=[CH:12]1. (2) Given the reactants [C:1]([C:4]1[CH:5]=[N:6][C:7]2[C:12]([C:13]=1[NH:14][C:15]1[CH:16]=[CH:17][C:18]([N:21]3[CH2:26][CH2:25][CH2:24][C@@H:23]([NH:27]C(=O)OC(C)(C)C)[CH2:22]3)=[N:19][CH:20]=1)=[N:11][C:10]([C:35]1[CH:40]=[C:39]([F:41])[C:38]([OH:42])=[C:37]([Cl:43])[CH:36]=1)=[CH:9][CH:8]=2)(=[O:3])[CH3:2].C(O)(C(F)(F)F)=O, predict the reaction product. The product is: [NH2:27][C@@H:23]1[CH2:24][CH2:25][CH2:26][N:21]([C:18]2[N:19]=[CH:20][C:15]([NH:14][C:13]3[C:12]4[C:7](=[CH:8][CH:9]=[C:10]([C:35]5[CH:40]=[C:39]([F:41])[C:38]([OH:42])=[C:37]([Cl:43])[CH:36]=5)[N:11]=4)[N:6]=[CH:5][C:4]=3[C:1](=[O:3])[CH3:2])=[CH:16][CH:17]=2)[CH2:22]1. (3) Given the reactants [C:1]([OH:9])(=O)[C:2]1[CH:7]=[CH:6][CH:5]=[CH:4][CH:3]=1.CN(C(ON1N=NC2C=CC=NC1=2)=[N+](C)C)C.F[P-](F)(F)(F)(F)F.C(N(C(C)C)CC)(C)C.[C:43]1([C:49]2[N:54]=[C:53]([NH:55][CH2:56][CH2:57][NH:58][C:59](=[O:61])[CH3:60])[CH:52]=[C:51]([N:62]3[CH2:67][CH2:66][NH:65][CH2:64][CH2:63]3)[N:50]=2)[CH:48]=[CH:47][CH:46]=[CH:45][CH:44]=1, predict the reaction product. The product is: [C:1]([N:65]1[CH2:66][CH2:67][N:62]([C:51]2[N:50]=[C:49]([C:43]3[CH:48]=[CH:47][CH:46]=[CH:45][CH:44]=3)[N:54]=[C:53]([NH:55][CH2:56][CH2:57][NH:58][C:59](=[O:61])[CH3:60])[CH:52]=2)[CH2:63][CH2:64]1)(=[O:9])[C:2]1[CH:3]=[CH:4][CH:5]=[CH:6][CH:7]=1. (4) Given the reactants [I:1][C:2]1[CH:7]=[CH:6][C:5]([C:8](=O)[CH2:9][CH2:10][CH2:11][CH2:12][N:13]2[CH2:18][CH2:17][CH:16]([C:19]3[CH:20]=[C:21]([NH:25][C:26](=[O:30])[CH:27]([CH3:29])[CH3:28])[CH:22]=[CH:23][CH:24]=3)[CH2:15][CH2:14]2)=[CH:4][CH:3]=1.Cl.[F:33][C:34]([F:45])([F:44])[O:35][C:36]1[CH:41]=[CH:40][C:39]([NH:42]N)=[CH:38][CH:37]=1, predict the reaction product. The product is: [I:1][C:2]1[CH:3]=[CH:4][C:5]([C:8]2[NH:42][C:39]3[C:40]([C:9]=2[CH2:10][CH2:11][CH2:12][N:13]2[CH2:18][CH2:17][CH:16]([C:19]4[CH:20]=[C:21]([NH:25][C:26](=[O:30])[CH:27]([CH3:28])[CH3:29])[CH:22]=[CH:23][CH:24]=4)[CH2:15][CH2:14]2)=[CH:41][C:36]([O:35][C:34]([F:45])([F:44])[F:33])=[CH:37][CH:38]=3)=[CH:6][CH:7]=1. (5) Given the reactants [CH2:1]([NH:13][CH2:14][CH2:15][CH2:16][CH2:17][CH2:18][CH2:19][CH2:20][CH2:21][CH2:22][CH2:23][CH2:24][CH3:25])[CH2:2][CH2:3][CH2:4][CH2:5][CH2:6][CH2:7][CH2:8][CH2:9][CH2:10][CH2:11][CH3:12].C(N(C(C)C)CC)(C)C.[C:35](Cl)(=[O:38])[CH:36]=[CH2:37], predict the reaction product. The product is: [CH2:14]([N:13]([CH2:1][CH2:2][CH2:3][CH2:4][CH2:5][CH2:6][CH2:7][CH2:8][CH2:9][CH2:10][CH2:11][CH3:12])[C:35](=[O:38])[CH:36]=[CH2:37])[CH2:15][CH2:16][CH2:17][CH2:18][CH2:19][CH2:20][CH2:21][CH2:22][CH2:23][CH2:24][CH3:25]. (6) Given the reactants [N:1]([CH2:4][CH2:5][O:6][CH2:7][CH2:8][O:9][CH2:10][CH2:11][C:12]([P:15](=[O:22])([O:19][CH2:20][CH3:21])[O:16][CH2:17][CH3:18])([F:14])[F:13])=[N+]=[N-].[ClH:23].CCOCC, predict the reaction product. The product is: [ClH:23].[NH2:1][CH2:4][CH2:5][O:6][CH2:7][CH2:8][O:9][CH2:10][CH2:11][C:12]([P:15](=[O:22])([O:19][CH2:20][CH3:21])[O:16][CH2:17][CH3:18])([F:14])[F:13]. (7) The product is: [OH:1][C:2]1[CH:7]=[CH:6][CH:5]=[CH:4][C:3]=1[C:8]1[N:13]=[C:12]([C:11]2[CH:15]=[CH:16][CH:17]=[CH:18][C:10]=2[OH:9])[N:28]([C:25]2[CH:26]=[CH:27][C:22]([O:21][CH3:20])=[CH:23][CH:24]=2)[N:29]=1. Given the reactants [OH:1][C:2]1[CH:7]=[CH:6][CH:5]=[CH:4][C:3]=1[C:8]1[O:9][C:10]2[CH:18]=[CH:17][CH:16]=[CH:15][C:11]=2[C:12](=O)[N:13]=1.Cl.[CH3:20][O:21][C:22]1[CH:27]=[CH:26][C:25]([NH:28][NH2:29])=[CH:24][CH:23]=1.C(N(CC)CC)C, predict the reaction product.